From a dataset of Forward reaction prediction with 1.9M reactions from USPTO patents (1976-2016). Predict the product of the given reaction. Given the reactants [CH2:1]([C:3]1[N:17]([C@@H:18]2[C:26]3[C:21](=[CH:22][C:23]([C:27]4[CH:32]=[CH:31][CH:30]=[CH:29][C:28]=4[C:33]4[N:37]([C:38]([C:51]5[CH:56]=[CH:55][CH:54]=[CH:53][CH:52]=5)([C:45]5[CH:50]=[CH:49][CH:48]=[CH:47][CH:46]=5)[C:39]5[CH:44]=[CH:43][CH:42]=[CH:41][CH:40]=5)[N:36]=[N:35][N:34]=4)=[CH:24][CH:25]=3)[CH2:20][CH2:19]2)[C:6]2=[N:7][C:8]([C:12]#[C:13][C@@H:14]([OH:16])[CH3:15])=[CH:9][C:10]([CH3:11])=[C:5]2[N:4]=1)[CH3:2].[H-].[Na+].[CH3:59]I, predict the reaction product. The product is: [CH2:1]([C:3]1[N:17]([C@@H:18]2[C:26]3[C:21](=[CH:22][C:23]([C:27]4[CH:32]=[CH:31][CH:30]=[CH:29][C:28]=4[C:33]4[N:37]([C:38]([C:45]5[CH:50]=[CH:49][CH:48]=[CH:47][CH:46]=5)([C:51]5[CH:56]=[CH:55][CH:54]=[CH:53][CH:52]=5)[C:39]5[CH:40]=[CH:41][CH:42]=[CH:43][CH:44]=5)[N:36]=[N:35][N:34]=4)=[CH:24][CH:25]=3)[CH2:20][CH2:19]2)[C:6]2=[N:7][C:8]([C:12]#[C:13][C@@H:14]([O:16][CH3:59])[CH3:15])=[CH:9][C:10]([CH3:11])=[C:5]2[N:4]=1)[CH3:2].